From a dataset of Catalyst prediction with 721,799 reactions and 888 catalyst types from USPTO. Predict which catalyst facilitates the given reaction. (1) Reactant: [N+:1]([C:4]1[CH:25]=[C:24]([N+:26]([O-])=O)[CH:23]=[CH:22][C:5]=1[O:6][C:7]1[CH:21]=[CH:20][C:10]([O:11][CH2:12][CH2:13][CH2:14][CH2:15][CH2:16][CH2:17][CH2:18][CH3:19])=[CH:9][CH:8]=1)([O-])=O.[H][H]. Product: [NH2:1][C:4]1[CH:25]=[C:24]([NH2:26])[CH:23]=[CH:22][C:5]=1[O:6][C:7]1[CH:21]=[CH:20][C:10]([O:11][CH2:12][CH2:13][CH2:14][CH2:15][CH2:16][CH2:17][CH2:18][CH3:19])=[CH:9][CH:8]=1. The catalyst class is: 63. (2) Reactant: [Cl-].[Li+].Br[C:4]1[CH:9]=[C:8]([O:10][CH2:11][CH2:12][CH2:13][CH2:14][CH2:15][CH3:16])[C:7]([I:17])=[CH:6][C:5]=1[O:18][CH2:19][CH2:20][CH2:21][CH2:22][CH2:23][CH3:24].C1C2C(=CC=CC=2)C=CC=1.C([Mg]Cl)(C)C.BrC1SC(Br)=CC=1CCCCCC.Cl. The catalyst class is: 1. Product: [CH2:19]([O:18][C:5]1[CH:6]=[C:7]([I:17])[C:8]([O:10][CH2:11][CH2:12][CH2:13][CH2:14][CH2:15][CH3:16])=[CH:9][CH:4]=1)[CH2:20][CH2:21][CH2:22][CH2:23][CH3:24]. (3) Reactant: [OH:1][CH2:2][C@H:3]1[O:7][C@H:6]2[CH2:8][CH:9]([CH2:11]I)[O:10][C@H:5]2[C@@H:4]1[OH:13].[N-:14]=[N+:15]=[N-:16].C([N+](CCCC)(CCCC)CCCC)CCC. Product: [N:14]([CH2:11][CH:9]1[O:10][C@@H:5]2[C@@H:6]([O:7][C@H:3]([CH2:2][OH:1])[C@H:4]2[OH:13])[CH2:8]1)=[N+:15]=[N-:16]. The catalyst class is: 11. (4) Reactant: C([O:5][C:6](=[O:20])[C:7]([S:10][C:11]1[S:12][CH:13]=[C:14]([CH2:16][C:17](O)=O)[N:15]=1)([CH3:9])[CH3:8])(C)(C)C.[NH2:21][C:22]1[CH:23]=[N:24][CH:25]=[CH:26][CH:27]=1.[F:28][C:29]([F:34])([F:33])[C:30]([OH:32])=[O:31]. Product: [F:28][C:29]([F:34])([F:33])[C:30]([OH:32])=[O:31].[CH2:23]([N:21]([C:22]1[CH:23]=[N:24][CH:25]=[CH:26][CH:27]=1)[CH2:17][CH2:16][C:14]1[N:15]=[C:11]([S:10][C:7]([CH3:8])([CH3:9])[C:6]([OH:5])=[O:20])[S:12][CH:13]=1)[CH2:22][CH2:27][CH2:26][CH2:25][CH2:29][CH3:30]. The catalyst class is: 4. (5) Reactant: [CH3:1][O:2][O:3][CH2:4][C@H:5]([O:15][CH2:16][CH2:17][O:18][CH:19]1[CH2:24][CH2:23][CH2:22][CH2:21][O:20]1)[CH:6](CC1C=CC=CC=1)O.[C:25]([OH:44])(=[O:43])[CH2:26][CH2:27][CH2:28][CH2:29][CH2:30][CH2:31][CH2:32]/[CH:33]=[CH:34]\[CH2:35][CH2:36][CH2:37][CH2:38][CH2:39][CH2:40][CH2:41][CH3:42].[CH2:54]1[CH2:59][CH2:58][CH:57](N=C=N[CH:54]2[CH2:59][CH2:58][CH2:57][CH2:56][CH2:55]2)[CH2:56][CH2:55]1.[CH2:60](Cl)Cl. Product: [CH3:1][O:2][O:3][CH:4]([CH2:60][C:54]1[CH:55]=[CH:56][CH:57]=[CH:58][CH:59]=1)[C@H:5]([CH2:6][O:43][C:25](=[O:44])[CH2:26][CH2:27][CH2:28][CH2:29][CH2:30][CH2:31][CH2:32]/[CH:33]=[CH:34]\[CH2:35][CH2:36][CH2:37][CH2:38][CH2:39][CH2:40][CH2:41][CH3:42])[O:15][CH2:16][CH2:17][O:18][CH:19]1[CH2:24][CH2:23][CH2:22][CH2:21][O:20]1. The catalyst class is: 142. (6) Product: [F:10][C:11]1[CH:19]=[CH:18][CH:17]=[C:16]([C:20]([F:23])([F:22])[F:21])[C:12]=1[C:13]([N:66]1[CH2:65][CH2:64][N:63]([C:46](=[O:45])[CH2:47][NH:48][C:49]([C:51]2[CH:56]=[CH:55][C:54]([C:57]3[CH:62]=[CH:61][CH:60]=[CH:59][CH:58]=3)=[CH:53][CH:52]=2)=[O:50])[CH2:68][CH2:67]1)=[O:15]. The catalyst class is: 18. Reactant: CCN(C(C)C)C(C)C.[F:10][C:11]1[CH:19]=[CH:18][CH:17]=[C:16]([C:20]([F:23])([F:22])[F:21])[C:12]=1[C:13]([OH:15])=O.C1C=CC2N(O)N=NC=2C=1.CCN=C=NCCCN(C)C.[O:45]=[C:46]([N:63]1[CH2:68][CH2:67][NH:66][CH2:65][CH2:64]1)[CH2:47][NH:48][C:49]([C:51]1[CH:56]=[CH:55][C:54]([C:57]2[CH:62]=[CH:61][CH:60]=[CH:59][CH:58]=2)=[CH:53][CH:52]=1)=[O:50]. (7) Reactant: [OH-].[Na+].C([O:5][C:6]([C:8]1[CH:13]=[CH:12][C:11]([C:14]2[CH:19]=[CH:18][CH:17]=[C:16]([C:20]3[C:29]4[C:24](=[CH:25][C:26]([O:35][CH3:36])=[C:27]5[O:32][C:31]([CH3:34])([CH3:33])[CH2:30][C:28]5=4)[CH2:23][C:22]([CH3:38])([CH3:37])[N:21]=3)[CH:15]=2)=[CH:10][CH:9]=1)=[O:7])C.Cl.[Cl-].[Na+]. Product: [CH3:36][O:35][C:26]1[CH:25]=[C:24]2[C:29](=[C:28]3[CH2:30][C:31]([CH3:34])([CH3:33])[O:32][C:27]=13)[C:20]([C:16]1[CH:15]=[C:14]([C:11]3[CH:10]=[CH:9][C:8]([C:6]([OH:7])=[O:5])=[CH:13][CH:12]=3)[CH:19]=[CH:18][CH:17]=1)=[N:21][C:22]([CH3:38])([CH3:37])[CH2:23]2. The catalyst class is: 8. (8) Reactant: [CH3:1][O:2][C:3]1[CH:4]=[C:5]2[C:10](=[CH:11][C:12]=1[OH:13])[N:9]=[CH:8][CH:7]=[C:6]2[O:14][C:15]1[C:16]([CH3:25])=[N:17][C:18]2[C:23]([CH:24]=1)=[CH:22][CH:21]=[CH:20][CH:19]=2.C1(P(C2C=CC=CC=2)C2C=CC=CC=2)C=CC=CC=1.C(N=C=NN=NN=C=NCC)C.S(=O)(=O)(O)O.[OH-].[Na+].CC1(C)[O:70][CH2:69][CH:68]([CH2:71]O)[CH2:67][O:66]1. Product: [CH3:1][O:2][C:3]1[CH:4]=[C:5]2[C:10](=[CH:11][C:12]=1[O:13][CH2:71][CH:68]([CH2:69][OH:70])[CH2:67][OH:66])[N:9]=[CH:8][CH:7]=[C:6]2[O:14][C:15]1[C:16]([CH3:25])=[N:17][C:18]2[C:23]([CH:24]=1)=[CH:22][CH:21]=[CH:20][CH:19]=2. The catalyst class is: 7.